This data is from NCI-60 drug combinations with 297,098 pairs across 59 cell lines. The task is: Regression. Given two drug SMILES strings and cell line genomic features, predict the synergy score measuring deviation from expected non-interaction effect. Drug 1: C1CC(=O)NC(=O)C1N2C(=O)C3=CC=CC=C3C2=O. Drug 2: C1CCC(C(C1)N)N.C(=O)(C(=O)[O-])[O-].[Pt+4]. Cell line: HCT-15. Synergy scores: CSS=7.72, Synergy_ZIP=-10.8, Synergy_Bliss=-16.7, Synergy_Loewe=-42.0, Synergy_HSA=-18.4.